This data is from Forward reaction prediction with 1.9M reactions from USPTO patents (1976-2016). The task is: Predict the product of the given reaction. (1) Given the reactants S(O)(O)(=O)=O.[NH2:6][NH2:7].[Br:8][C:9]1[C:10](=O)[O:11][C:12](=[O:15])[C:13]=1[CH3:14], predict the reaction product. The product is: [Br:8][C:9]1[C:13]([CH3:14])=[C:12]([OH:15])[N:7]=[N:6][C:10]=1[OH:11]. (2) The product is: [CH3:39][N:5]1[CH2:6][CH:1]2[CH2:8][CH2:7][CH:4]1[CH2:3][N:2]2[C:9]([C:11]1[CH:35]=[C:14]2[CH2:15][N:16]([C:20]([O:22][CH2:23][C:24]3[CH:29]=[C:28]([C:30]([F:32])([F:33])[F:31])[CH:27]=[C:26]([Cl:34])[CH:25]=3)=[O:21])[CH2:17][CH2:18][CH2:19][N:13]2[N:12]=1)=[O:10]. Given the reactants [CH:1]12[CH2:8][CH2:7][CH:4]([NH:5][CH2:6]1)[CH2:3][N:2]2[C:9]([C:11]1[CH:35]=[C:14]2[CH2:15][N:16]([C:20]([O:22][CH2:23][C:24]3[CH:29]=[C:28]([C:30]([F:33])([F:32])[F:31])[CH:27]=[C:26]([Cl:34])[CH:25]=3)=[O:21])[CH2:17][CH2:18][CH2:19][N:13]2[N:12]=1)=[O:10].C=O.[BH3-][C:39]#N.[Na+], predict the reaction product. (3) Given the reactants [S:1]1[CH:5]=[CH:4][CH:3]=[C:2]1[CH:6]1[C:15]2[C:10](=[CH:11][CH:12]=[CH:13][CH:14]=2)[CH2:9][CH2:8][NH:7]1.CN(C(ON1N=NC2C=CC=NC1=2)=[N+](C)C)C.F[P-](F)(F)(F)(F)F.CCN(CC)CC.[O:47]=[C:48]([NH:54][CH2:55][C:56]1[CH:61]=[CH:60][CH:59]=[C:58]([C:62]([F:65])([F:64])[F:63])[CH:57]=1)[CH2:49][CH2:50][C:51](O)=[O:52], predict the reaction product. The product is: [O:52]=[C:51]([N:7]1[CH2:8][CH2:9][C:10]2[C:15](=[CH:14][CH:13]=[CH:12][CH:11]=2)[CH:6]1[C:2]1[S:1][CH:5]=[CH:4][CH:3]=1)[CH2:50][CH2:49][C:48]([NH:54][CH2:55][C:56]1[CH:61]=[CH:60][CH:59]=[C:58]([C:62]([F:63])([F:64])[F:65])[CH:57]=1)=[O:47]. (4) Given the reactants [F:1][C:2]1[CH:7]=[CH:6][C:5]([C@H:8]2[NH:13][CH2:12][C@@H:11]([CH3:14])[O:10][CH2:9]2)=[CH:4][CH:3]=1.Cl[C:16]1[N:17]=[CH:18][C:19]2[O:20][CH2:21][C:22](=[O:26])[NH:23][C:24]=2[N:25]=1, predict the reaction product. The product is: [F:1][C:2]1[CH:3]=[CH:4][C:5]([C@@H:8]2[CH2:9][O:10][C@H:11]([CH3:14])[CH2:12][N:13]2[C:16]2[N:17]=[CH:18][C:19]3[O:20][CH2:21][C:22](=[O:26])[NH:23][C:24]=3[N:25]=2)=[CH:6][CH:7]=1.